Dataset: Reaction yield outcomes from USPTO patents with 853,638 reactions. Task: Predict the reaction yield, written as a fraction of the theoretical maximum amount of product (1.0 means a 100% yield; for example, 0.34 means a 34% yield). (1) The reactants are [CH3:1][O:2][C:3]1[CH:4]=[C:5]([NH:11][CH2:12][CH2:13][C:14]2[CH:19]=[CH:18][C:17]([C:20]([F:23])([F:22])[F:21])=[CH:16][CH:15]=2)[CH:6]=[CH:7][C:8]=1[O:9][CH3:10].[OH:24][CH:25]([C:29]1[CH:34]=[CH:33][CH:32]=[CH:31][C:30]=1[O:35][CH3:36])[C:26](O)=[O:27].CN(C(ON1N=NC2C=CC=NC1=2)=[N+](C)C)C.F[P-](F)(F)(F)(F)F.C(N(C(C)C)C(C)C)C. The catalyst is CN(C=O)C. The product is [CH3:1][O:2][C:3]1[CH:4]=[C:5]([N:11]([CH2:12][CH2:13][C:14]2[CH:19]=[CH:18][C:17]([C:20]([F:22])([F:21])[F:23])=[CH:16][CH:15]=2)[C:26](=[O:27])[C@@H:25]([OH:24])[C:29]2[CH:34]=[CH:33][CH:32]=[CH:31][C:30]=2[O:35][CH3:36])[CH:6]=[CH:7][C:8]=1[O:9][CH3:10]. The yield is 0.0700. (2) The reactants are C(OC(=O)[N:7]([CH:43]1[CH2:45][CH2:44]1)[CH2:8][CH:9]1[CH2:14][CH2:13][N:12]([C:15](=[O:42])[CH2:16][CH2:17][C:18]2[CH:23]=[CH:22][C:21]([C:24]([N:26]3[CH2:35][C:34]4[CH:33]=[N:32][N:31]([CH3:36])[C:30]=4[NH:29][C:28]4[CH:37]=[CH:38][CH:39]=[CH:40][C:27]3=4)=[O:25])=[CH:20][C:19]=2[CH3:41])[CH2:11][CH2:10]1)(C)(C)C.Cl. The catalyst is CO.O1CCOCC1. The product is [CH:43]1([NH:7][CH2:8][CH:9]2[CH2:14][CH2:13][N:12]([C:15](=[O:42])[CH2:16][CH2:17][C:18]3[CH:23]=[CH:22][C:21]([C:24]([N:26]4[CH2:35][C:34]5[CH:33]=[N:32][N:31]([CH3:36])[C:30]=5[NH:29][C:28]5[CH:37]=[CH:38][CH:39]=[CH:40][C:27]4=5)=[O:25])=[CH:20][C:19]=3[CH3:41])[CH2:11][CH2:10]2)[CH2:44][CH2:45]1. The yield is 0.950.